Dataset: Catalyst prediction with 721,799 reactions and 888 catalyst types from USPTO. Task: Predict which catalyst facilitates the given reaction. (1) Product: [CH3:12][S:13][CH2:14][C:15]1[CH:19]=[CH:18][O:17][C:16]=1[CH:1]=[O:20]. Reactant: [CH3:1][N+](C)=CCl.[Cl-].P(Cl)(Cl)(Cl)=O.[CH3:12][S:13][CH2:14][C:15]1[CH:19]=[CH:18][O:17][CH:16]=1.[OH-:20].[Na+]. The catalyst class is: 3. (2) Product: [Cl:21][C:17]1[C:16]([CH3:22])=[C:15]([S:12]([NH:11][C:8]2[S:9][CH:10]=[C:6]([CH:5]=[CH2:4])[N:7]=2)(=[O:14])=[O:13])[CH:20]=[CH:19][CH:18]=1. Reactant: [H-].[Na+].Br[CH2:4][CH2:5][C:6]1[N:7]=[C:8]([NH:11][S:12]([C:15]2[CH:20]=[CH:19][CH:18]=[C:17]([Cl:21])[C:16]=2[CH3:22])(=[O:14])=[O:13])[S:9][CH:10]=1.OC1C=NC=CC=1.Cl. The catalyst class is: 7.